Dataset: Reaction yield outcomes from USPTO patents with 853,638 reactions. Task: Predict the reaction yield, written as a fraction of the theoretical maximum amount of product (1.0 means a 100% yield; for example, 0.34 means a 34% yield). (1) The reactants are [NH2:1][CH2:2][CH2:3][C:4]1[CH:9]=[CH:8][CH:7]=[CH:6][N:5]=1.CCN=C=NCCCN(C)C.[ClH:21].[F:22][C:23]1[CH:33]=[CH:32][CH:31]=[CH:30][C:24]=1[CH:25]=[CH:26][C:27](O)=[O:28].Cl.O1CCOCC1. The catalyst is C(Cl)Cl. The product is [ClH:21].[F:22][C:23]1[CH:33]=[CH:32][CH:31]=[CH:30][C:24]=1/[CH:25]=[CH:26]/[C:27]([NH:1][CH2:2][CH2:3][C:4]1[CH:9]=[CH:8][CH:7]=[CH:6][N:5]=1)=[O:28]. The yield is 0.730. (2) The reactants are [CH:1]1([C:4]2[C:5](O)=[N:6][C:7]3[C:12]([N:13]=2)=[CH:11][C:10]([O:14][CH3:15])=[C:9]([F:16])[CH:8]=3)[CH2:3][CH2:2]1.[CH:18]1([C:21]2[C:22](O)=[N:23][C:24]3[C:29]([N:30]=2)=[CH:28][C:27]([F:31])=[C:26]([O:32][CH3:33])[CH:25]=3)[CH2:20][CH2:19]1.O=P(Cl)(Cl)[Cl:37]. No catalyst specified. The product is [Cl:37][C:5]1[C:4]([CH:1]2[CH2:3][CH2:2]2)=[N:13][C:12]2[C:7](=[CH:8][C:9]([F:16])=[C:10]([O:14][CH3:15])[CH:11]=2)[N:6]=1.[Cl:37][C:22]1[C:21]([CH:18]2[CH2:20][CH2:19]2)=[N:30][C:29]2[C:24](=[CH:25][C:26]([O:32][CH3:33])=[C:27]([F:31])[CH:28]=2)[N:23]=1. The yield is 0.0742. (3) The reactants are [N:1]1([C:7]2[C:8]([O:13][CH:14]3[CH2:19][CH2:18][N:17]([C:20]4[CH:29]=[CH:28][C:27]5[C:22](=[CH:23][CH:24]=[CH:25][CH:26]=5)[N:21]=4)[CH2:16][CH2:15]3)=[N:9][CH:10]=[CH:11][N:12]=2)[CH2:6][CH2:5][NH:4][CH2:3][CH2:2]1.CCN(CC)CC.[C:37](Cl)(=[O:39])[CH3:38]. The catalyst is C(Cl)Cl. The product is [N:21]1[C:22]2[C:27](=[CH:26][CH:25]=[CH:24][CH:23]=2)[CH:28]=[CH:29][C:20]=1[N:17]1[CH2:18][CH2:19][CH:14]([O:13][C:8]2[C:7]([N:1]3[CH2:2][CH2:3][N:4]([C:37](=[O:39])[CH3:38])[CH2:5][CH2:6]3)=[N:12][CH:11]=[CH:10][N:9]=2)[CH2:15][CH2:16]1. The yield is 0.780.